From a dataset of Peptide-MHC class I binding affinity with 185,985 pairs from IEDB/IMGT. Regression. Given a peptide amino acid sequence and an MHC pseudo amino acid sequence, predict their binding affinity value. This is MHC class I binding data. The peptide sequence is VALLRTYCI. The MHC is HLA-B08:01 with pseudo-sequence HLA-B08:01. The binding affinity (normalized) is 0.670.